Dataset: Forward reaction prediction with 1.9M reactions from USPTO patents (1976-2016). Task: Predict the product of the given reaction. (1) Given the reactants [BH4-].[Na+].[Cl:3][C:4]1[CH:5]=[CH:6][C:7]2[N:8]([C:10]([C:13]([C:15]3[CH:16]=[C:17]4[C:22](=[CH:23][CH:24]=3)[N:21]=[CH:20][CH:19]=[CH:18]4)=[O:14])=[CH:11][N:12]=2)[N:9]=1.O, predict the reaction product. The product is: [Cl:3][C:4]1[CH:5]=[CH:6][C:7]2[N:8]([C:10]([CH:13]([C:15]3[CH:16]=[C:17]4[C:22](=[CH:23][CH:24]=3)[N:21]=[CH:20][CH:19]=[CH:18]4)[OH:14])=[CH:11][N:12]=2)[N:9]=1. (2) Given the reactants Cl[C:2]1[N:7]=[C:6]2[N:8]([CH2:11][C:12]3[C:21]4[C:16](=[CH:17][CH:18]=[CH:19][CH:20]=4)[CH:15]=[CH:14][CH:13]=3)[CH:9]=[N:10][C:5]2=[C:4]([O:22]C)[CH:3]=1.[NH:24]1[CH2:29][CH2:28][O:27][CH2:26][CH2:25]1.Cl, predict the reaction product. The product is: [N:24]1([C:2]2[NH:7][C:6]3[N:8]([CH2:11][C:12]4[C:21]5[C:16](=[CH:17][CH:18]=[CH:19][CH:20]=5)[CH:15]=[CH:14][CH:13]=4)[CH:9]=[N:10][C:5]=3[C:4](=[O:22])[CH:3]=2)[CH2:29][CH2:28][O:27][CH2:26][CH2:25]1. (3) Given the reactants [F:1][C:2]([F:18])([C:11]1[CH:12]=[N:13][C:14]([CH3:17])=[CH:15][CH:16]=1)[CH2:3][N:4]1[CH2:9][CH2:8][CH:7]([NH2:10])[CH2:6][CH2:5]1.Cl[C:20]1[C:21]2[CH:28]=[CH:27][NH:26][C:22]=2[N:23]=[CH:24][N:25]=1.CCN(C(C)C)C(C)C, predict the reaction product. The product is: [F:18][C:2]([F:1])([C:11]1[CH:12]=[N:13][C:14]([CH3:17])=[CH:15][CH:16]=1)[CH2:3][N:4]1[CH2:5][CH2:6][CH:7]([NH:10][C:20]2[C:21]3[CH:28]=[CH:27][NH:26][C:22]=3[N:23]=[CH:24][N:25]=2)[CH2:8][CH2:9]1. (4) Given the reactants [C:1]([O:5][C:6](=[O:35])[C:7]1[CH:12]=[CH:11][C:10]([NH:13][C:14]2[N:19]=[C:18]([NH:20][CH2:21][C:22]3[CH:27]=[CH:26][C:25]([OH:28])=[CH:24][CH:23]=3)[N:17]=[C:16]([O:29][CH2:30][C:31]([F:34])([F:33])[F:32])[N:15]=2)=[CH:9][CH:8]=1)([CH3:4])([CH3:3])[CH3:2].[Cl:36][CH2:37][C:38]([CH2:40]Cl)=[CH2:39].C([O-])([O-])=O.[K+].[K+], predict the reaction product. The product is: [C:1]([O:5][C:6](=[O:35])[C:7]1[CH:12]=[CH:11][C:10]([NH:13][C:14]2[N:19]=[C:18]([NH:20][CH2:21][C:22]3[CH:27]=[CH:26][C:25]([O:28][CH2:40][C:38]([CH2:37][Cl:36])=[CH2:39])=[CH:24][CH:23]=3)[N:17]=[C:16]([O:29][CH2:30][C:31]([F:34])([F:33])[F:32])[N:15]=2)=[CH:9][CH:8]=1)([CH3:4])([CH3:2])[CH3:3]. (5) Given the reactants [CH3:1][N:2]1[CH:6]=[C:5]([C:7]2[C:15]3[C:10](=[N:11][CH:12]=[C:13]([OH:16])[CH:14]=3)[N:9]([CH2:17][O:18][CH2:19][CH2:20][Si:21]([CH3:24])([CH3:23])[CH3:22])[CH:8]=2)[CH:4]=[N:3]1.Br[CH2:26][CH:27]1[CH2:29][CH2:28]1.C([O-])([O-])=O.[K+].[K+], predict the reaction product. The product is: [CH:27]1([CH2:26][O:16][C:13]2[CH:14]=[C:15]3[C:7]([C:5]4[CH:4]=[N:3][N:2]([CH3:1])[CH:6]=4)=[CH:8][N:9]([CH2:17][O:18][CH2:19][CH2:20][Si:21]([CH3:24])([CH3:23])[CH3:22])[C:10]3=[N:11][CH:12]=2)[CH2:29][CH2:28]1. (6) Given the reactants [CH2:1]([N:8]1[CH:13]2[CH2:14][CH2:15][CH:9]1[CH2:10][N:11](CC=C)[CH2:12]2)[C:2]1[CH:7]=[CH:6][CH:5]=[CH:4][CH:3]=1.CN1C(=O)CC(=O)N(C)C1=O.Cl, predict the reaction product. The product is: [CH2:1]([N:8]1[CH:13]2[CH2:14][CH2:15][CH:9]1[CH2:10][NH:11][CH2:12]2)[C:2]1[CH:3]=[CH:4][CH:5]=[CH:6][CH:7]=1. (7) The product is: [CH:20]([N:10]([C:11]([C@H:13]1[CH2:14][CH2:15][C@H:16]([CH3:19])[CH2:17][CH2:18]1)=[O:12])[C:9]1[CH:8]=[C:7]([C:23]#[C:24][C:25]([F:26])([F:28])[F:27])[S:6][C:5]=1[C:3]([OH:4])=[O:2])([CH3:22])[CH3:21]. Given the reactants C[O:2][C:3]([C:5]1[S:6][C:7]([C:23]#[C:24][C:25]([F:28])([F:27])[F:26])=[CH:8][C:9]=1[N:10]([CH:20]([CH3:22])[CH3:21])[C:11]([C@H:13]1[CH2:18][CH2:17][C@H:16]([CH3:19])[CH2:15][CH2:14]1)=[O:12])=[O:4].C1COCC1.O.[OH-].[Li+].Cl, predict the reaction product.